This data is from Reaction yield outcomes from USPTO patents with 853,638 reactions. The task is: Predict the reaction yield, written as a fraction of the theoretical maximum amount of product (1.0 means a 100% yield; for example, 0.34 means a 34% yield). (1) The reactants are Br[C:2]1[CH:3]=[C:4]2[C:8](=[C:9]([C:11]([NH2:13])=[O:12])[CH:10]=1)[NH:7][CH:6]=[C:5]2[CH:14]1[CH2:19][CH2:18][N:17]([S:20]([CH2:23][CH3:24])(=[O:22])=[O:21])[CH2:16][CH2:15]1.[O-]P([O-])([O-])=O.[K+].[K+].[K+].[OH:33][CH2:34][C:35]1[CH:40]=[CH:39][C:38](B(O)O)=[CH:37][CH:36]=1. The catalyst is O1CCOCC1.O.C1C=CC([P]([Pd]([P](C2C=CC=CC=2)(C2C=CC=CC=2)C2C=CC=CC=2)([P](C2C=CC=CC=2)(C2C=CC=CC=2)C2C=CC=CC=2)[P](C2C=CC=CC=2)(C2C=CC=CC=2)C2C=CC=CC=2)(C2C=CC=CC=2)C2C=CC=CC=2)=CC=1. The product is [CH2:23]([S:20]([N:17]1[CH2:18][CH2:19][CH:14]([C:5]2[C:4]3[C:8](=[C:9]([C:11]([NH2:13])=[O:12])[CH:10]=[C:2]([C:38]4[CH:39]=[CH:40][C:35]([CH2:34][OH:33])=[CH:36][CH:37]=4)[CH:3]=3)[NH:7][CH:6]=2)[CH2:15][CH2:16]1)(=[O:22])=[O:21])[CH3:24]. The yield is 0.300. (2) The reactants are [Br:1][C:2]1[CH:3]=[C:4]([CH2:8][C:9]([N:11]2[CH2:16][CH2:15][O:14][CH2:13][CH2:12]2)=O)[CH:5]=[N:6][CH:7]=1.B.C([O-])(O)=O.[Na+]. The catalyst is C1COCC1.O.CCOC(C)=O.CC1(C)C(C2C=NC(C)=C([N+]([O-])=O)C=2)=CCNC1. The product is [Br:1][C:2]1[CH:3]=[C:4]([CH2:8][CH2:9][N:11]2[CH2:16][CH2:15][O:14][CH2:13][CH2:12]2)[CH:5]=[N:6][CH:7]=1. The yield is 0.530.